This data is from CYP2C19 inhibition data for predicting drug metabolism from PubChem BioAssay. The task is: Regression/Classification. Given a drug SMILES string, predict its absorption, distribution, metabolism, or excretion properties. Task type varies by dataset: regression for continuous measurements (e.g., permeability, clearance, half-life) or binary classification for categorical outcomes (e.g., BBB penetration, CYP inhibition). Dataset: cyp2c19_veith. (1) The drug is Cc1ccc(S(=O)(=O)NNc2ccccc2)cc1. The result is 1 (inhibitor). (2) The molecule is COC(=O)CNC(=O)/C=C/c1ccc(OC)cc1. The result is 1 (inhibitor). (3) The result is 0 (non-inhibitor). The drug is C=C[C@]1(C)C[C@H](OC(=O)CO)[C@@]2(C)[C@H](C)CC[C@@]3(CCC(=O)[C@@H]23)[C@H](C)[C@H]1O. (4) The result is 1 (inhibitor). The compound is O=C(NCc1ccco1)Nc1cccs1. (5) The compound is O=C1[C@H]2CC[C@@H]3/C(=N\OCc4ccccc4)C[C@@H](O)[C@@H](O)[C@@H]3[C@@H]2C(=O)N1C1CCCCC1. The result is 0 (non-inhibitor).